From a dataset of Full USPTO retrosynthesis dataset with 1.9M reactions from patents (1976-2016). Predict the reactants needed to synthesize the given product. (1) Given the product [F:32][C:33]1[CH:41]=[CH:40][CH:39]=[CH:38][C:34]=1[C:35]([NH:1][CH:2]1[CH2:3][CH2:4][N:5]([C:8]2[N:13]=[CH:12][C:11]([NH:14][C:15]([C:17]3[O:21][C:20]([N:22]4[CH2:27][CH2:26][CH2:25][CH2:24][CH2:23]4)=[N:19][C:18]=3[C:28]([F:31])([F:30])[F:29])=[O:16])=[CH:10][CH:9]=2)[CH2:6][CH2:7]1)=[O:36], predict the reactants needed to synthesize it. The reactants are: [NH2:1][CH:2]1[CH2:7][CH2:6][N:5]([C:8]2[N:13]=[CH:12][C:11]([NH:14][C:15]([C:17]3[O:21][C:20]([N:22]4[CH2:27][CH2:26][CH2:25][CH2:24][CH2:23]4)=[N:19][C:18]=3[C:28]([F:31])([F:30])[F:29])=[O:16])=[CH:10][CH:9]=2)[CH2:4][CH2:3]1.[F:32][C:33]1[CH:41]=[CH:40][CH:39]=[CH:38][C:34]=1[C:35](O)=[O:36]. (2) Given the product [Cl:19][C:20]1[CH:27]=[CH:26][C:23]([CH2:24][N:25]2[C:2]([C:12]3[CH:17]=[CH:16][C:15]([Cl:18])=[CH:14][CH:13]=3)([OH:3])[C:10]3[C:5](=[CH:6][CH:7]=[CH:8][CH:9]=3)[C:4]2=[O:11])=[CH:22][CH:21]=1, predict the reactants needed to synthesize it. The reactants are: Cl[C:2]1([C:12]2[CH:17]=[CH:16][C:15]([Cl:18])=[CH:14][CH:13]=2)[C:10]2[C:5](=[CH:6][CH:7]=[CH:8][CH:9]=2)[C:4](=[O:11])[O:3]1.[Cl:19][C:20]1[CH:27]=[CH:26][C:23]([CH2:24][NH2:25])=[CH:22][CH:21]=1.C(N(CC)CC)C. (3) Given the product [NH2:8][CH:9]1[CH2:14][CH2:13][C:12]([C:15]2[CH:16]=[C:17]([CH:23]=[CH:24][CH:25]=2)[C:18]([O:20][CH2:21][CH3:22])=[O:19])=[CH:11][CH2:10]1, predict the reactants needed to synthesize it. The reactants are: C(OC([NH:8][CH:9]1[CH2:14][CH2:13][C:12]([C:15]2[CH:16]=[C:17]([CH:23]=[CH:24][CH:25]=2)[C:18]([O:20][CH2:21][CH3:22])=[O:19])=[CH:11][CH2:10]1)=O)(C)(C)C.